Task: Predict the reactants needed to synthesize the given product.. Dataset: Full USPTO retrosynthesis dataset with 1.9M reactions from patents (1976-2016) (1) Given the product [F:1][C:2]1[CH:7]=[CH:6][C:5]([C:8]2[O:9][C:10]3[CH:20]=[C:19]([N:21]([CH3:26])[S:22]([CH3:25])(=[O:24])=[O:23])[C:18]([C:37]4[CH:38]=[N:39][C:40](=[O:53])[N:41]([C:43]5[CH:52]=[CH:51][C:50]6[C:45](=[CH:46][CH:47]=[CH:48][CH:49]=6)[CH:44]=5)[CH:42]=4)=[CH:17][C:11]=3[C:12]=2[C:13]([NH:15][CH3:16])=[O:14])=[CH:4][CH:3]=1, predict the reactants needed to synthesize it. The reactants are: [F:1][C:2]1[CH:7]=[CH:6][C:5]([C:8]2[O:9][C:10]3[CH:20]=[C:19]([N:21]([CH3:26])[S:22]([CH3:25])(=[O:24])=[O:23])[C:18](B4OC(C)(C)C(C)(C)O4)=[CH:17][C:11]=3[C:12]=2[C:13]([NH:15][CH3:16])=[O:14])=[CH:4][CH:3]=1.Br[C:37]1[CH:38]=[N:39][C:40](=[O:53])[N:41]([C:43]2[CH:52]=[CH:51][C:50]3[C:45](=[CH:46][CH:47]=[CH:48][CH:49]=3)[CH:44]=2)[CH:42]=1.[O-]P([O-])([O-])=O.[K+].[K+].[K+]. (2) Given the product [OH:3][CH2:4][CH2:5][N:6]1[CH:10]=[C:9]([C:11]2[CH:12]=[C:13]3[C:19]([C:20]4[N:25]=[C:24]([O:26][CH:27]5[CH2:28][CH2:29][N:30]([C:33]([O:35][C:36]([CH3:38])([CH3:39])[CH3:37])=[O:34])[CH2:31][CH2:32]5)[CH:23]=[N:22][CH:21]=4)=[CH:18][N:17]([S:40]([C:43]4[CH:44]=[CH:45][CH:46]=[CH:47][CH:48]=4)(=[O:41])=[O:42])[C:14]3=[N:15][CH:16]=2)[CH:8]=[N:7]1, predict the reactants needed to synthesize it. The reactants are: C([O:3][C:4](=O)[CH2:5][N:6]1[CH:10]=[C:9]([C:11]2[CH:12]=[C:13]3[C:19]([C:20]4[N:25]=[C:24]([O:26][CH:27]5[CH2:32][CH2:31][N:30]([C:33]([O:35][C:36]([CH3:39])([CH3:38])[CH3:37])=[O:34])[CH2:29][CH2:28]5)[CH:23]=[N:22][CH:21]=4)=[CH:18][N:17]([S:40]([C:43]4[CH:48]=[CH:47][CH:46]=[CH:45][CH:44]=4)(=[O:42])=[O:41])[C:14]3=[N:15][CH:16]=2)[CH:8]=[N:7]1)C.[H-].[Al+3].[Li+].[H-].[H-].[H-].O.O.O.O.O.O.O.O.O.O.S([O-])([O-])(=O)=O.[Na+].[Na+]. (3) The reactants are: [CH:1]1[C:10]2[C:5](=[CH:6][CH:7]=[CH:8][CH:9]=2)[CH:4]=[CH:3][C:2]=1[OH:11].C(=O)([O-])[O-].[K+].[K+].[CH2:18]([CH:20]1[O:22][CH2:21]1)Cl. Given the product [CH2:18]([O:11][C:2]1[CH:3]=[CH:4][C:5]2[C:10](=[CH:9][CH:8]=[CH:7][CH:6]=2)[CH:1]=1)[CH:20]1[O:22][CH2:21]1, predict the reactants needed to synthesize it. (4) Given the product [CH3:20][C:21]1[N:26]=[C:25]([C:27]([C:29]2[CH:34]=[CH:33][CH:32]=[C:31]([CH3:35])[N:30]=2)([C:12]2[NH:11][CH:10]([C:14]3[CH:19]=[CH:18][CH:17]=[CH:16][N:15]=3)[N:9]([CH2:8][O:7][CH3:6])[CH:13]=2)[OH:28])[CH:24]=[CH:23][CH:22]=1, predict the reactants needed to synthesize it. The reactants are: C([Li])CCC.[CH3:6][O:7][CH2:8][N:9]1[CH:13]=[CH:12][N:11]=[C:10]1[C:14]1[CH:19]=[CH:18][CH:17]=[CH:16][N:15]=1.[CH3:20][C:21]1[N:26]=[C:25]([C:27]([C:29]2[CH:34]=[CH:33][CH:32]=[C:31]([CH3:35])[N:30]=2)=[O:28])[CH:24]=[CH:23][CH:22]=1.O. (5) The reactants are: [NH2:1]/[C:2](/[CH2:9][C:10]1[CH:15]=[CH:14][CH:13]=[CH:12][CH:11]=1)=[CH:3]/[C:4]([O:6][CH2:7][CH3:8])=[O:5].[N:16]([C:19]1[CH:32]=[CH:31][C:22]([O:23][CH2:24][C:25]2[CH:30]=[CH:29][CH:28]=[CH:27][CH:26]=2)=[CH:21][CH:20]=1)=[C:17]=[O:18].O. Given the product [NH2:1]/[C:2](/[CH2:9][C:10]1[CH:11]=[CH:12][CH:13]=[CH:14][CH:15]=1)=[C:3](\[C:17](=[O:18])[NH:16][C:19]1[CH:20]=[CH:21][C:22]([O:23][CH2:24][C:25]2[CH:26]=[CH:27][CH:28]=[CH:29][CH:30]=2)=[CH:31][CH:32]=1)/[C:4]([O:6][CH2:7][CH3:8])=[O:5], predict the reactants needed to synthesize it. (6) Given the product [C:1]([O:5][C:6]([N:8]1[CH2:13][CH2:12][CH:11]([N:14]([C:15]2[CH:20]=[CH:19][C:18]([F:21])=[C:17]([F:22])[CH:16]=2)[CH2:24][C:25]2[CH:30]=[CH:29][N:28]=[C:27]([C:31]3[CH:36]=[C:35]([O:37][CH3:38])[C:34]([O:39][CH3:40])=[C:33]([O:41][CH3:42])[CH:32]=3)[CH:26]=2)[CH2:10][CH2:9]1)=[O:7])([CH3:4])([CH3:2])[CH3:3], predict the reactants needed to synthesize it. The reactants are: [C:1]([O:5][C:6]([N:8]1[CH2:13][CH2:12][CH:11]([NH:14][C:15]2[CH:20]=[CH:19][C:18]([F:21])=[C:17]([F:22])[CH:16]=2)[CH2:10][CH2:9]1)=[O:7])([CH3:4])([CH3:3])[CH3:2].Cl[CH2:24][C:25]1[CH:30]=[CH:29][N:28]=[C:27]([C:31]2[CH:36]=[C:35]([O:37][CH3:38])[C:34]([O:39][CH3:40])=[C:33]([O:41][CH3:42])[CH:32]=2)[CH:26]=1.